From a dataset of Reaction yield outcomes from USPTO patents with 853,638 reactions. Predict the reaction yield, written as a fraction of the theoretical maximum amount of product (1.0 means a 100% yield; for example, 0.34 means a 34% yield). The reactants are O=[CH:2][CH2:3][CH2:4][CH2:5][CH2:6][O:7][C:8]1[CH:17]=[CH:16][C:11]([C:12]([O:14][CH3:15])=[O:13])=[CH:10][CH:9]=1.Cl.[NH2:19][CH2:20][C:21]([O:23][CH2:24][C:25]1[CH:30]=[CH:29][CH:28]=[CH:27][CH:26]=1)=[O:22].C(O)(=O)C.C(O[BH-](OC(=O)C)OC(=O)C)(=O)C.[Na+].[OH-].[Na+]. The catalyst is ClCCCl. The product is [CH2:24]([O:23][C:21](=[O:22])[CH2:20][NH:19][CH2:2][CH2:3][CH2:4][CH2:5][CH2:6][O:7][C:8]1[CH:17]=[CH:16][C:11]([C:12]([O:14][CH3:15])=[O:13])=[CH:10][CH:9]=1)[C:25]1[CH:30]=[CH:29][CH:28]=[CH:27][CH:26]=1. The yield is 0.170.